From a dataset of Catalyst prediction with 721,799 reactions and 888 catalyst types from USPTO. Predict which catalyst facilitates the given reaction. (1) Reactant: [O:1]1[CH2:6][CH2:5][N:4]([S:7]([C:10]2[CH:19]=[CH:18][C:13]([C:14]([NH:16][NH2:17])=[O:15])=[CH:12][CH:11]=2)(=[O:9])=[O:8])[CH2:3][CH2:2]1.[Cl:20][C:21]1[CH:22]=[CH:23][C:24]([OH:30])=[C:25]([C:27](=O)[CH3:28])[CH:26]=1. Product: [Cl:20][C:21]1[CH:22]=[CH:23][C:24]([OH:30])=[C:25](/[C:27](=[N:17]/[NH:16][C:14](=[O:15])[C:13]2[CH:18]=[CH:19][C:10]([S:7]([N:4]3[CH2:5][CH2:6][O:1][CH2:2][CH2:3]3)(=[O:9])=[O:8])=[CH:11][CH:12]=2)/[CH3:28])[CH:26]=1. The catalyst class is: 130. (2) Reactant: [Cl:1][C:2]1[CH:7]=[CH:6][C:5]([C:8]2[CH:13]=[N:12][N:11]3[C:14](=[O:17])[NH:15][N:16]=[C:10]3[C:9]=2[C:18]2[CH:23]=[CH:22][N:21]=[CH:20][CH:19]=2)=[CH:4][CH:3]=1.C([O-])([O-])=O.[K+].[K+].Br[CH2:31][C:32]1[CH:37]=[CH:36][C:35]([C:38]2[O:42][N:41]=[CH:40][CH:39]=2)=[CH:34][CH:33]=1. Product: [O:42]1[C:38]([C:35]2[CH:36]=[CH:37][C:32]([CH2:31][N:15]3[C:14](=[O:17])[N:11]4[N:12]=[CH:13][C:8]([C:5]5[CH:6]=[CH:7][C:2]([Cl:1])=[CH:3][CH:4]=5)=[C:9]([C:18]5[CH:23]=[CH:22][N:21]=[CH:20][CH:19]=5)[C:10]4=[N:16]3)=[CH:33][CH:34]=2)=[CH:39][CH:40]=[N:41]1. The catalyst class is: 3. (3) Reactant: [Br:1][C:2]1[CH:3]=[CH:4][C:5]2[N:12]([CH2:13][CH2:14][CH3:15])[CH2:11][CH2:10][CH2:9][C:8]([C:16]([O:18]C)=[O:17])=[CH:7][C:6]=2[CH:20]=1.[OH-].[Na+].Cl. Product: [Br:1][C:2]1[CH:3]=[CH:4][C:5]2[N:12]([CH2:13][CH2:14][CH3:15])[CH2:11][CH2:10][CH2:9][C:8]([C:16]([OH:18])=[O:17])=[CH:7][C:6]=2[CH:20]=1. The catalyst class is: 83. (4) Reactant: [N+:1]([C:4]1[C:14]([NH2:15])=[CH:13][C:7]2[CH2:8][CH2:9][CH2:10][CH2:11][CH2:12][C:6]=2[CH:5]=1)([O-])=[O:2].[N:16]#[C:17][NH2:18].[CH]Cl.[OH-].[Na+]. Product: [N+:1]1([O-:2])[C:4]2[CH:5]=[C:6]3[CH2:12][CH2:11][CH2:10][CH2:9][CH2:8][C:7]3=[CH:13][C:14]=2[N:15]=[C:17]([NH2:18])[N:16]=1. The catalyst class is: 6.